From a dataset of Catalyst prediction with 721,799 reactions and 888 catalyst types from USPTO. Predict which catalyst facilitates the given reaction. Reactant: [Li+].[OH-].C[O:4][C:5](=[O:31])[C:6]1[CH:11]=[C:10]([NH:12][C:13](=[O:28])[C@:14]([OH:27])([CH3:26])[CH2:15][O:16][C:17]2[CH:22]=[CH:21][C:20]([C:23]#[N:24])=[C:19]([F:25])[CH:18]=2)[CH:9]=[CH:8][C:7]=1[C:29]#[N:30]. Product: [C:29]([C:7]1[CH:8]=[CH:9][C:10]([NH:12][C:13](=[O:28])[C@:14]([OH:27])([CH3:26])[CH2:15][O:16][C:17]2[CH:22]=[CH:21][C:20]([C:23]#[N:24])=[C:19]([F:25])[CH:18]=2)=[CH:11][C:6]=1[C:5]([OH:31])=[O:4])#[N:30]. The catalyst class is: 36.